Task: Predict which catalyst facilitates the given reaction.. Dataset: Catalyst prediction with 721,799 reactions and 888 catalyst types from USPTO Product: [F:34][C:18]([F:17])([F:33])[C:19]([C:21]1[CH:26]=[CH:25][C:24]([N:27]2[CH:31]=[CH:30][C:29]([O:32][CH2:2][C:3]3[C:8]([CH3:9])=[CH:7][CH:6]=[CH:5][C:4]=3[N:10]3[C:14](=[O:15])[N:13]([CH3:16])[N:12]=[N:11]3)=[N:28]2)=[CH:23][CH:22]=1)=[O:20]. The catalyst class is: 6. Reactant: Br[CH2:2][C:3]1[C:8]([CH3:9])=[CH:7][CH:6]=[CH:5][C:4]=1[N:10]1[C:14](=[O:15])[N:13]([CH3:16])[N:12]=[N:11]1.[F:17][C:18]([F:34])([F:33])[C:19]([C:21]1[CH:26]=[CH:25][C:24]([N:27]2[CH:31]=[CH:30][C:29]([OH:32])=[N:28]2)=[CH:23][CH:22]=1)=[O:20].C(=O)([O-])[O-].[K+].[K+].C(#N)C.